From a dataset of Forward reaction prediction with 1.9M reactions from USPTO patents (1976-2016). Predict the product of the given reaction. (1) Given the reactants [OH:1][C:2]1[CH:7]=[CH:6][C:5]([CH3:8])=[CH:4][C:3]=1[C:9]([C:11]1[CH:16]=[CH:15][CH:14]=[CH:13][CH:12]=1)=[O:10].[Br:17]Br.O, predict the reaction product. The product is: [Br:17][C:7]1[C:2]([OH:1])=[C:3]([C:9]([C:11]2[CH:12]=[CH:13][CH:14]=[CH:15][CH:16]=2)=[O:10])[CH:4]=[C:5]([CH3:8])[CH:6]=1. (2) The product is: [F:22][C:23]1[N:24]=[C:25]([NH:31][C:32]2[CH:33]=[N:34][C:35]([O:38][CH3:39])=[CH:36][CH:37]=2)[CH:26]=[CH:27][C:28]=1[CH2:29][C:2]1[C:10]2[C:5](=[N:6][CH:7]=[C:8]([CH3:11])[CH:9]=2)[NH:4][CH:3]=1. Given the reactants I[C:2]1[C:10]2[C:5](=[N:6][CH:7]=[C:8]([CH3:11])[CH:9]=2)[N:4]([Si](C(C)C)(C(C)C)C(C)C)[CH:3]=1.[F:22][C:23]1[C:28]([CH:29]=O)=[CH:27][CH:26]=[C:25]([NH:31][C:32]2[CH:33]=[N:34][C:35]([O:38][CH3:39])=[CH:36][CH:37]=2)[N:24]=1, predict the reaction product. (3) Given the reactants [C:1]([O:5][C:6](=[O:12])[NH:7][CH:8]1[CH2:11][NH:10][CH2:9]1)([CH3:4])([CH3:3])[CH3:2].[Cl:13][C:14]1[N:19]=[C:18](Cl)[CH:17]=[CH:16][N:15]=1.C(N(CC)CC)C, predict the reaction product. The product is: [C:1]([O:5][C:6](=[O:12])[NH:7][CH:8]1[CH2:11][N:10]([C:16]2[CH:17]=[CH:18][N:19]=[C:14]([Cl:13])[N:15]=2)[CH2:9]1)([CH3:4])([CH3:2])[CH3:3]. (4) Given the reactants [NH2:1][C:2]1[C:3]([C:8]([NH:10][CH:11]([C:13]2[CH:14]=[N:15][C:16]([O:19][CH2:20][C:21]([F:24])([F:23])[F:22])=[CH:17][CH:18]=2)[CH3:12])=[O:9])=[N:4][CH:5]=[CH:6][CH:7]=1.[C:25](Cl)(=[O:29])[CH:26]([CH3:28])[CH3:27], predict the reaction product. The product is: [C:25]([NH:1][C:2]1[C:3]([C:8]([NH:10][CH:11]([C:13]2[CH:14]=[N:15][C:16]([O:19][CH2:20][C:21]([F:24])([F:23])[F:22])=[CH:17][CH:18]=2)[CH3:12])=[O:9])=[N:4][CH:5]=[CH:6][CH:7]=1)(=[O:29])[CH:26]([CH3:28])[CH3:27]. (5) Given the reactants [O:1]=[C:2]1[C@@H:8]([NH:9]C(=O)OCC2C=CC=CC=2)[CH2:7][CH2:6][S:5][C@H:4]2[CH2:20][CH2:21][C@@H:22](C(F)(F)F)[CH2:23][N:3]12.NC([C:35]([F:38])([F:37])[F:36])CCCCO.N[C@H]1CCS[C@H]2CC[C@@H](C(F)(F)F)CN2C1=O, predict the reaction product. The product is: [NH2:9][C@H:8]1[CH2:7][CH2:6][S:5][C@H:4]2[CH2:20][CH2:21][CH2:22][C@@H:23]([C:35]([F:38])([F:37])[F:36])[N:3]2[C:2]1=[O:1].